The task is: Predict which catalyst facilitates the given reaction.. This data is from Catalyst prediction with 721,799 reactions and 888 catalyst types from USPTO. (1) Reactant: [CH2:1]([OH:4])[CH2:2][OH:3].[H-].[Na+].Cl[C:8]1[N:13]=[C:12]([S:14][CH2:15][C:16]2[CH:21]=[CH:20][N:19]=[C:18]([C:22]([NH:24][CH3:25])=[O:23])[CH:17]=2)[C:11]([C:26]#[N:27])=[C:10]([C:28]2[CH:33]=[CH:32][CH:31]=[CH:30][CH:29]=2)[C:9]=1[C:34]#[N:35]. Product: [C:26]([C:11]1[C:12]([S:14][CH2:15][C:16]2[CH:21]=[CH:20][N:19]=[C:18]([C:22]([NH:24][CH3:25])=[O:23])[CH:17]=2)=[N:13][C:8]([O:3][CH2:2][CH2:1][OH:4])=[C:9]([C:34]#[N:35])[C:10]=1[C:28]1[CH:33]=[CH:32][CH:31]=[CH:30][CH:29]=1)#[N:27]. The catalyst class is: 3. (2) Reactant: [CH:1]1(B(O)O)[CH2:3][CH2:2]1.C(=O)([O-])[O-].[Na+].[Na+].C1(P(C2CCCCC2)C2C=CC=CC=2C2C(OC)=CC=CC=2OC)CCCCC1.Br[C:43]1[C:48]([C:49]2[CH:54]=[CH:53][C:52]([F:55])=[CH:51][C:50]=2[F:56])=[C:47]([F:57])[C:46]([O:58][CH:59]([CH3:61])[CH3:60])=[C:45]([CH:62]=[O:63])[CH:44]=1. Product: [CH:1]1([C:43]2[C:48]([C:49]3[CH:54]=[CH:53][C:52]([F:55])=[CH:51][C:50]=3[F:56])=[C:47]([F:57])[C:46]([O:58][CH:59]([CH3:61])[CH3:60])=[C:45]([CH:62]=[O:63])[CH:44]=2)[CH2:3][CH2:2]1. The catalyst class is: 720. (3) Reactant: [CH3:1][O:2][C:3]1[CH:8]=[C:7]([B:9]2[O:13][C:12]([CH3:15])([CH3:14])[C:11]([CH3:17])([CH3:16])[O:10]2)[CH:6]=[CH:5][C:4]=1[OH:18].[C:19]([O:23][C:24](=[O:30])[NH:25][CH2:26][CH2:27][CH2:28]Br)([CH3:22])([CH3:21])[CH3:20].CCOC(C)=O. Product: [C:19]([O:23][C:24](=[O:30])[NH:25][CH2:26][CH2:27][CH2:28][O:18][C:4]1[CH:5]=[CH:6][C:7]([B:9]2[O:10][C:11]([CH3:17])([CH3:16])[C:12]([CH3:14])([CH3:15])[O:13]2)=[CH:8][C:3]=1[O:2][CH3:1])([CH3:22])([CH3:21])[CH3:20]. The catalyst class is: 3. (4) The catalyst class is: 17. Product: [NH2:33][C:27]1[C:28]([NH:32][C:4](=[O:5])[CH2:3][CH:2]([CH3:7])[CH3:1])=[C:29]([NH2:31])[N:30]=[C:25]([N:18]2[C:19]3[C:24](=[CH:23][CH:22]=[CH:21][CH:20]=3)[C:16]([S:15][C:10]3[CH:11]=[CH:12][CH:13]=[CH:14][C:9]=3[F:8])=[N:17]2)[N:26]=1. Reactant: [CH3:1][CH:2]([CH3:7])[CH2:3][C:4](Cl)=[O:5].[F:8][C:9]1[CH:14]=[CH:13][CH:12]=[CH:11][C:10]=1[S:15][C:16]1[C:24]2[C:19](=[CH:20][CH:21]=[CH:22][CH:23]=2)[N:18]([C:25]2[N:30]=[C:29]([NH2:31])[C:28]([NH2:32])=[C:27]([NH2:33])[N:26]=2)[N:17]=1. (5) Reactant: C1(P(C2C=CC=CC=2)C2C=CC=CC=2)C=CC=CC=1.II.C(N(CC)CC)C.[CH:29]1([CH2:35][CH2:36][CH2:37][C@@H:38]([C:47]([NH:49][CH:50]([C:54]([O:56][CH3:57])=[O:55])[C:51](=[O:53])[CH3:52])=O)[CH2:39][C:40]([O:42][C:43]([CH3:46])([CH3:45])[CH3:44])=[O:41])[CH2:34][CH2:33][CH2:32][CH2:31][CH2:30]1. The catalyst class is: 30. Product: [C:43]([O:42][C:40](=[O:41])[CH2:39][C@H:38]([C:47]1[O:53][C:51]([CH3:52])=[C:50]([C:54]([O:56][CH3:57])=[O:55])[N:49]=1)[CH2:37][CH2:36][CH2:35][CH:29]1[CH2:34][CH2:33][CH2:32][CH2:31][CH2:30]1)([CH3:44])([CH3:46])[CH3:45].